From a dataset of Full USPTO retrosynthesis dataset with 1.9M reactions from patents (1976-2016). Predict the reactants needed to synthesize the given product. (1) Given the product [CH:3]1([CH2:9][CH2:10][CH2:11][C@@H:12]([C:21]2[O:25][N:24]=[C:23]([CH2:26][O:27][CH:29]([CH3:35])[C:30]([O:32][CH2:33][CH3:34])=[O:31])[N:22]=2)[CH2:13][C:14]([O:16][C:17]([CH3:20])([CH3:19])[CH3:18])=[O:15])[CH2:4][CH2:5][CH2:6][CH2:7][CH2:8]1, predict the reactants needed to synthesize it. The reactants are: [H-].[Na+].[CH:3]1([CH2:9][CH2:10][CH2:11][C@@H:12]([C:21]2[O:25][N:24]=[C:23]([CH2:26][OH:27])[N:22]=2)[CH2:13][C:14]([O:16][C:17]([CH3:20])([CH3:19])[CH3:18])=[O:15])[CH2:8][CH2:7][CH2:6][CH2:5][CH2:4]1.Br[CH:29]([CH3:35])[C:30]([O:32][CH2:33][CH3:34])=[O:31]. (2) Given the product [CH3:19][S:16]([C:13]1[CH:12]=[CH:11][C:10]([C:3]2[C:2]3[N:1]=[CH:20][N:9]=[C:7]([OH:8])[C:6]=3[O:5][N:4]=2)=[CH:15][CH:14]=1)(=[O:18])=[O:17], predict the reactants needed to synthesize it. The reactants are: [NH2:1][C:2]1[C:3]([C:10]2[CH:15]=[CH:14][C:13]([S:16]([CH3:19])(=[O:18])=[O:17])=[CH:12][CH:11]=2)=[N:4][O:5][C:6]=1[C:7]([NH2:9])=[O:8].[C:20](OC(=O)C)(=O)C. (3) The reactants are: [CH:1]1([C:4]([NH2:6])=[O:5])[CH2:3][CH2:2]1.Cl[CH2:8][C:9](=O)[CH2:10][C:11]([O:13][CH2:14][CH3:15])=[O:12]. Given the product [CH:1]1([C:4]2[O:5][CH:8]=[C:9]([CH2:10][C:11]([O:13][CH2:14][CH3:15])=[O:12])[N:6]=2)[CH2:3][CH2:2]1, predict the reactants needed to synthesize it. (4) Given the product [NH2:1][C:2]1[CH:10]=[CH:9][CH:8]=[C:7]([Cl:11])[C:3]=1[C:4]([NH:19][C:18]1[CH:20]=[CH:21][CH:22]=[CH:23][C:17]=1[Cl:16])=[O:6], predict the reactants needed to synthesize it. The reactants are: [NH2:1][C:2]1[CH:10]=[CH:9][CH:8]=[C:7]([Cl:11])[C:3]=1[C:4]([OH:6])=O.O=S(Cl)Cl.[Cl:16][C:17]1[CH:23]=[CH:22][CH:21]=[CH:20][C:18]=1[NH2:19].C(Cl)(Cl)Cl. (5) Given the product [F:7][C:8]1[CH:9]=[C:10]([CH:11]=[C:12]([F:14])[CH:13]=1)[NH:15][CH3:16], predict the reactants needed to synthesize it. The reactants are: [H-].[H-].[H-].[H-].[Li+].[Al+3].[F:7][C:8]1[CH:9]=[C:10]([NH:15][CH:16]=O)[CH:11]=[C:12]([F:14])[CH:13]=1. (6) Given the product [CH3:1][O:2][C:3]([C:5]1[C:14]2[C:9](=[C:10]([Br:24])[C:11]([O:15][CH3:16])=[CH:12][CH:13]=2)[N:8]=[C:7]([C:17]2[CH:22]=[CH:21][CH:20]=[CH:19][CH:18]=2)[C:6]=1[CH2:23][N:59]1[CH2:60][CH2:61][CH:56]([N:50]2[CH2:55][CH2:54][CH2:53][CH2:52][CH2:51]2)[CH2:57][CH2:58]1)=[O:4], predict the reactants needed to synthesize it. The reactants are: [CH3:1][O:2][C:3]([C:5]1[C:14]2[C:9](=[CH:10][C:11]([O:15][CH3:16])=[CH:12][CH:13]=2)[N:8]=[C:7]([C:17]2[CH:22]=[CH:21][CH:20]=[CH:19][CH:18]=2)[C:6]=1[CH3:23])=[O:4].[Br:24]N1C(=O)CCC1=O.C(OOC(=O)C1C=CC=CC=1)(=O)C1C=CC=CC=1.[N:50]1([CH:56]2[CH2:61][CH2:60][NH:59][CH2:58][CH2:57]2)[CH2:55][CH2:54][CH2:53][CH2:52][CH2:51]1.C([O-])([O-])=O.[K+].[K+]. (7) Given the product [CH2:10]([O:9][C:7](=[O:8])[CH2:6][C:4]1[N:3]=[CH:2][N:1]([CH2:15][CH2:16][C:17]([CH3:20])([CH3:19])[CH3:18])[CH:5]=1)[CH3:11], predict the reactants needed to synthesize it. The reactants are: [NH:1]1[CH:5]=[C:4]([CH2:6][C:7]([O:9][CH2:10][CH3:11])=[O:8])[N:3]=[CH:2]1.[H-].[Na+].I[CH2:15][CH2:16][C:17]([CH3:20])([CH3:19])[CH3:18]. (8) Given the product [CH3:24][O:23][C:21](=[O:22])[CH2:20][O:1][C:2]1[C:3]([CH:4]=[O:5])=[CH:6][C:7]([O:12][CH:13]2[CH2:18][CH2:17][CH2:16][CH2:15][O:14]2)=[C:8]([CH3:11])[C:9]=1[CH3:10], predict the reactants needed to synthesize it. The reactants are: [OH:1][C:2]1[C:9]([CH3:10])=[C:8]([CH3:11])[C:7]([O:12][CH:13]2[CH2:18][CH2:17][CH2:16][CH2:15][O:14]2)=[CH:6][C:3]=1[CH:4]=[O:5].Br[CH2:20][C:21]([O:23][CH3:24])=[O:22].C(=O)([O-])[O-].[K+].[K+].O. (9) Given the product [F:13][C:14]([F:26])([F:27])[C:15]1[CH:16]=[C:17]([NH:18][C:8](=[O:10])[C:7]2[CH:11]=[C:3]([C:1]#[N:2])[CH:4]=[CH:5][C:6]=2[OH:12])[CH:19]=[C:20]([C:22]([F:23])([F:25])[F:24])[CH:21]=1, predict the reactants needed to synthesize it. The reactants are: [C:1]([C:3]1[CH:11]=[C:7]([C:8]([OH:10])=O)[C:6]([OH:12])=[CH:5][CH:4]=1)#[N:2].[F:13][C:14]([F:27])([F:26])[C:15]1[CH:16]=[C:17]([CH:19]=[C:20]([C:22]([F:25])([F:24])[F:23])[CH:21]=1)[NH2:18]. (10) Given the product [CH3:25][N:26]1[C:29]([C:16]([O:17][CH3:22])=[O:19])=[C:7]2[C:11]([CH:12]=[C:4]([N+:1]([O-:3])=[O:2])[CH:5]=[CH:6]2)=[N:10]1, predict the reactants needed to synthesize it. The reactants are: [N+:1]([C:4]1[CH:12]=[C:11]2[C:7](C(C(O)=O)=N[NH:10]2)=[CH:6][CH:5]=1)([O-:3])=[O:2].[C:16](=[O:19])([O-])[O-:17].[K+].[K+].[CH3:22]I.O.[CH3:25][N:26]([CH3:29])C=O.